From a dataset of Full USPTO retrosynthesis dataset with 1.9M reactions from patents (1976-2016). Predict the reactants needed to synthesize the given product. (1) Given the product [Br:1][C:2]1[CH:3]=[C:4]([C@@H:8]([N:10]2[CH2:15][CH2:14][C@@:13]([C:20]3[CH:21]=[CH:22][C:23]([F:26])=[CH:24][CH:25]=3)([CH2:16][CH:17]([OH:19])[CH3:18])[O:12][C:11]2=[O:27])[CH3:9])[CH:5]=[CH:6][CH:7]=1, predict the reactants needed to synthesize it. The reactants are: [Br:1][C:2]1[CH:3]=[C:4]([C@@H:8]([N:10]2[CH2:15][CH2:14][C@@:13]([C:20]3[CH:25]=[CH:24][C:23]([F:26])=[CH:22][CH:21]=3)([CH2:16][C:17](=[O:19])[CH3:18])[O:12][C:11]2=[O:27])[CH3:9])[CH:5]=[CH:6][CH:7]=1.[BH4-].[Na+]. (2) Given the product [CH3:15][O:16][C:17](=[O:38])[C:18]1[CH:23]=[CH:22][CH:21]=[CH:20][CH:19]=1, predict the reactants needed to synthesize it. The reactants are: C1(C/C=C/B(O)O)C=CC=CC=1.[F-].[K+].[CH3:15][O:16][C:17](=[O:38])[C:18]1[CH:23]=[CH:22][C:21](Br)=[CH:20][C:19]=1NC(C1SC2C=CC=CC=2C=1Cl)=O. (3) The reactants are: [Cl:1][C:2]1[CH:10]=[CH:9][C:8]([I:11])=[CH:7][C:3]=1[C:4]([OH:6])=O.C(N1C=CN=C1)(N1C=CN=C1)=O.C(=O)=O.[CH3:27][O:28][C:29]1[CH:36]=[C:35]([O:37][CH3:38])[CH:34]=[CH:33][C:30]=1[CH2:31][NH2:32]. Given the product [CH3:27][O:28][C:29]1[CH:36]=[C:35]([O:37][CH3:38])[CH:34]=[CH:33][C:30]=1[CH2:31][NH:32][C:4](=[O:6])[C:3]1[CH:7]=[C:8]([I:11])[CH:9]=[CH:10][C:2]=1[Cl:1], predict the reactants needed to synthesize it. (4) Given the product [Cl:28][C:2]1[C:3]([C:22]2[CH2:23][CH2:24][NH:25][CH2:26][CH:27]=2)=[N:4][C:5]2[N:6]([N:9]=[CH:10][C:11]=2[C:12]2[CH:13]=[N:14][C:15]3[C:20]([CH:21]=2)=[CH:19][CH:18]=[CH:17][CH:16]=3)[C:7]=1[NH2:8], predict the reactants needed to synthesize it. The reactants are: Br[C:2]1[C:3]([C:22]2[CH2:23][CH2:24][NH:25][CH2:26][CH:27]=2)=[N:4][C:5]2[N:6]([N:9]=[CH:10][C:11]=2[C:12]2[CH:13]=[N:14][C:15]3[C:20]([CH:21]=2)=[CH:19][CH:18]=[CH:17][CH:16]=3)[C:7]=1[NH2:8].[Cl:28]N1C(=O)CCC1=O.BrN1C(=O)CCC1=O. (5) Given the product [Cl:19][C:5]1[CH:6]=[CH:7][CH:2]=[CH:3][C:4]=1/[CH:8]=[CH:9]/[CH2:10][P:11]([O:16][CH2:17][CH3:18])([O:13][CH2:14][CH3:15])=[O:12], predict the reactants needed to synthesize it. The reactants are: Cl[C:2]1[CH:7]=[CH:6][CH:5]=[C:4](/[CH:8]=[CH:9]/[CH2:10][P:11]([O:16][CH2:17][CH3:18])([O:13][CH2:14][CH3:15])=[O:12])[CH:3]=1.[Cl:19]C1C=C(I)C=CC=1. (6) Given the product [CH2:1]([O:8][CH2:9][C@H:10]1[O:14][C:13]2=[N:15][C:16](=[O:19])[CH:17]=[CH:18][N:12]2[CH2:11]1)[C:2]1[CH:7]=[CH:6][CH:5]=[CH:4][CH:3]=1, predict the reactants needed to synthesize it. The reactants are: [CH2:1]([O:8][CH2:9][C@H:10]1[O:14][C:13]([NH2:15])=[N:12][CH2:11]1)[C:2]1[CH:7]=[CH:6][CH:5]=[CH:4][CH:3]=1.[C:16](OCC)(=[O:19])[C:17]#[CH:18].